Dataset: Reaction yield outcomes from USPTO patents with 853,638 reactions. Task: Predict the reaction yield, written as a fraction of the theoretical maximum amount of product (1.0 means a 100% yield; for example, 0.34 means a 34% yield). (1) The reactants are [Cl:1][C:2]1[CH:3]=[C:4]([N+:22]([O-])=O)[CH:5]=[C:6]([Cl:21])[C:7]=1[O:8][C:9]1[CH:14]=[CH:13][C:12]([O:15][CH3:16])=[C:11]([CH:17]([CH2:19][CH3:20])[CH3:18])[CH:10]=1.N. The catalyst is Cl.CCO.C(OCC)(=O)C. The product is [CH:17]([C:11]1[CH:10]=[C:9]([CH:14]=[CH:13][C:12]=1[O:15][CH3:16])[O:8][C:7]1[C:6]([Cl:21])=[CH:5][C:4]([NH2:22])=[CH:3][C:2]=1[Cl:1])([CH2:19][CH3:20])[CH3:18]. The yield is 0.980. (2) The reactants are [CH2:1]([C:4]([C@H:6]([C@@H:8]([C@@H:10]([CH2:12][OH:13])[OH:11])[OH:9])[OH:7])=[O:5])[CH:2]=[CH2:3].[C:14](Cl)(=[O:21])[C:15]1[CH:20]=[CH:19][CH:18]=[CH:17][CH:16]=1. The catalyst is N1C=CC=CC=1. The product is [CH2:1]([C:4]([C@:6]([C:14](=[O:21])[C:15]1[CH:20]=[CH:19][CH:18]=[CH:17][CH:16]=1)([C@@:8]([C:14](=[O:21])[C:15]1[CH:20]=[CH:19][CH:18]=[CH:17][CH:16]=1)([C@@H:10]([CH2:12][OH:13])[OH:11])[OH:9])[OH:7])=[O:5])[CH:2]=[CH2:3]. The yield is 0.290. (3) The yield is 0.810. The product is [CH2:1]([O:3][C:4](=[O:22])[CH2:5][N:6]([CH2:7][CH2:8][NH:9][S:10]([C:13]1[S:14][C:15]2[CH:21]=[CH:20][CH:19]=[CH:18][C:16]=2[N:17]=1)(=[O:12])=[O:11])[C:40](=[O:41])[CH2:39][N:36]1[CH:37]=[CH:38][C:33]([NH:32][C:30]([O:29][CH2:28][C:27]2[CH:44]=[CH:45][C:46]([O:47][CH3:48])=[C:25]([O:24][CH3:23])[CH:26]=2)=[O:31])=[N:34][C:35]1=[O:43])[CH3:2]. The reactants are [CH2:1]([O:3][C:4](=[O:22])[CH2:5][NH:6][CH2:7][CH2:8][NH:9][S:10]([C:13]1[S:14][C:15]2[CH:21]=[CH:20][CH:19]=[CH:18][C:16]=2[N:17]=1)(=[O:12])=[O:11])[CH3:2].[CH3:23][O:24][C:25]1[CH:26]=[C:27]([CH:44]=[CH:45][C:46]=1[O:47][CH3:48])[CH2:28][O:29][C:30]([NH:32][C:33]1[CH:38]=[CH:37][N:36]([CH2:39][C:40](O)=[O:41])[C:35](=[O:43])[N:34]=1)=[O:31]. No catalyst specified. (4) The reactants are [NH3:1].Cl[C:3]1[N:8]=[C:7]([Cl:9])[N:6]=[C:5]([N:10]2[CH2:15][CH2:14][CH2:13][CH2:12][CH2:11]2)[N:4]=1. The yield is 0.980. The catalyst is O1CCOCC1. The product is [NH2:1][C:3]1[N:8]=[C:7]([Cl:9])[N:6]=[C:5]([N:10]2[CH2:15][CH2:14][CH2:13][CH2:12][CH2:11]2)[N:4]=1. (5) The reactants are [N+:1]([C:4]1[CH:9]=[CH:8][CH:7]=[CH:6][C:5]=1[S:10](Cl)(=[O:12])=[O:11])([O-:3])=[O:2].[NH2:14][CH2:15][C:16]1[CH:21]=[CH:20][CH:19]=[CH:18][N:17]=1.CCN(CC)CC. The catalyst is C(Cl)Cl. The product is [N+:1]([C:4]1[CH:9]=[CH:8][CH:7]=[CH:6][C:5]=1[S:10]([N:17]1[CH:18]=[CH:19][CH:20]=[CH:21][CH:16]1[CH2:15][NH2:14])(=[O:12])=[O:11])([O-:3])=[O:2]. The yield is 0.780.